This data is from Forward reaction prediction with 1.9M reactions from USPTO patents (1976-2016). The task is: Predict the product of the given reaction. (1) Given the reactants Cl[C:2]1[C:7]([C:8]([NH:10][C@H:11]([C:13]2[CH:25]=[CH:24][C:16]([C:17]([O:19][C:20]([CH3:23])([CH3:22])[CH3:21])=[O:18])=[CH:15][CH:14]=2)[CH3:12])=[O:9])=[CH:6][C:5]([Cl:26])=[CH:4][N:3]=1.[F:27][C:28]1[CH:29]=[C:30]([OH:34])[CH:31]=[CH:32][CH:33]=1, predict the reaction product. The product is: [Cl:26][C:5]1[CH:6]=[C:7]([C:8]([NH:10][C@H:11]([C:13]2[CH:25]=[CH:24][C:16]([C:17]([O:19][C:20]([CH3:23])([CH3:22])[CH3:21])=[O:18])=[CH:15][CH:14]=2)[CH3:12])=[O:9])[C:2]([O:34][C:30]2[CH:31]=[CH:32][CH:33]=[C:28]([F:27])[CH:29]=2)=[N:3][CH:4]=1. (2) Given the reactants [CH:1]1([NH:4][C:5](=[O:32])[C:6]2[CH:11]=[CH:10][C:9]([CH3:12])=[C:8]([N:13]3[CH:18]=[CH:17][NH:16][CH:15]([N:19]4[CH2:23][CH2:22][CH2:21][CH:20]4[C:24]4[CH:29]=[CH:28][CH:27]=[CH:26][C:25]=4[OH:30])[C:14]3=[O:31])[CH:7]=2)[CH2:3][CH2:2]1.C(=O)([O-])[O-].[K+].[K+].Br[CH2:40][CH2:41][CH2:42][Cl:43], predict the reaction product. The product is: [Cl:43][CH2:42][CH2:41][CH2:40][O:30][C:25]1[CH:26]=[CH:27][CH:28]=[CH:29][C:24]=1[CH:20]1[CH2:21][CH2:22][CH2:23][N:19]1[C:15]1[C:14](=[O:31])[N:13]([C:8]2[CH:7]=[C:6]([CH:11]=[CH:10][C:9]=2[CH3:12])[C:5]([NH:4][CH:1]2[CH2:3][CH2:2]2)=[O:32])[CH:18]=[CH:17][N:16]=1. (3) The product is: [NH2:1][C:2]1[N:10]=[C:9]2[C:5]([N:6]=[CH:7][N:8]2[C:16]([O:18][C:19]([CH3:22])([CH3:21])[CH3:20])=[O:17])=[C:4]([I:11])[N:3]=1. Given the reactants [NH2:1][C:2]1[N:10]=[C:9]2[C:5]([NH:6][CH:7]=[N:8]2)=[C:4]([I:11])[N:3]=1.CS(C)=O.[C:16](O[C:16]([O:18][C:19]([CH3:22])([CH3:21])[CH3:20])=[O:17])([O:18][C:19]([CH3:22])([CH3:21])[CH3:20])=[O:17], predict the reaction product. (4) Given the reactants [Cl:1][CH2:2][C:3]1[N:4]=[C:5]([CH:8]=[CH:9][C:10]2[CH:15]=[CH:14][C:13]([S:16][C:17]([F:20])([F:19])[F:18])=[CH:12][CH:11]=2)[O:6][CH:7]=1.ClC1C=C(C(OO)=[O:29])C=CC=1, predict the reaction product. The product is: [Cl:1][CH2:2][C:3]1[N:4]=[C:5]([CH:8]=[CH:9][C:10]2[CH:11]=[CH:12][C:13]([S:16]([C:17]([F:20])([F:19])[F:18])=[O:29])=[CH:14][CH:15]=2)[O:6][CH:7]=1. (5) Given the reactants [Cl:1][C:2]1[S:11][C:5]2[N:6]=[CH:7][NH:8][C:9](=O)[C:4]=2[C:3]=1[CH3:12].CN(C=O)C.S(Cl)([Cl:20])=O, predict the reaction product. The product is: [Cl:20][C:9]1[C:4]2[C:3]([CH3:12])=[C:2]([Cl:1])[S:11][C:5]=2[N:6]=[CH:7][N:8]=1.